Dataset: Reaction yield outcomes from USPTO patents with 853,638 reactions. Task: Predict the reaction yield, written as a fraction of the theoretical maximum amount of product (1.0 means a 100% yield; for example, 0.34 means a 34% yield). The reactants are [C:1]1([C:7]2[S:8][C:9]([C:18]([OH:20])=O)=[C:10]([C:12]3[CH:17]=[CH:16][CH:15]=[CH:14][CH:13]=3)[N:11]=2)[CH:6]=[CH:5][CH:4]=[CH:3][CH:2]=1.[NH2:21][C:22]1[CH:27]=[CH:26][CH:25]=[CH:24][CH:23]=1.C(N(C(C)C)CC)(C)C. The catalyst is CN(C=O)C. The product is [C:22]1([NH:21][C:18]([C:9]2[S:8][C:7]([C:1]3[CH:2]=[CH:3][CH:4]=[CH:5][CH:6]=3)=[N:11][C:10]=2[C:12]2[CH:13]=[CH:14][CH:15]=[CH:16][CH:17]=2)=[O:20])[CH:27]=[CH:26][CH:25]=[CH:24][CH:23]=1. The yield is 0.260.